This data is from Reaction yield outcomes from USPTO patents with 853,638 reactions. The task is: Predict the reaction yield, written as a fraction of the theoretical maximum amount of product (1.0 means a 100% yield; for example, 0.34 means a 34% yield). (1) The reactants are [I:1][C:2]1[CH:8]=[CH:7][C:5]([NH2:6])=[CH:4][CH:3]=1.C([O-])([O-])=O.[Cs+].[Cs+].[CH:15](I)([CH3:17])[CH3:16].O. The catalyst is CN(C=O)C. The product is [I:1][C:2]1[CH:8]=[CH:7][C:5]([NH:6][CH:15]([CH3:17])[CH3:16])=[CH:4][CH:3]=1. The yield is 0.630. (2) The reactants are O/[N:2]=[C:3]1/[C:4](=O)[C:5]2[C:10]([CH2:11]/1)=[CH:9][CH:8]=[C:7]([O:12][CH3:13])[CH:6]=2.P(Cl)(Cl)(Cl)(Cl)[Cl:16].[ClH:21]. The catalyst is O=P(Cl)(Cl)Cl. The product is [Cl:21][C:4]1[C:5]2[C:10](=[CH:9][CH:8]=[C:7]([O:12][CH3:13])[CH:6]=2)[CH:11]=[C:3]([Cl:16])[N:2]=1. The yield is 0.850. (3) The reactants are C12(COC3C(C4CC4)=CC(C(O)=O)=CN=3)CC3CC(CC(C3)C1)C2.[C@@H:25]12[CH2:31][C@@H:28]([CH2:29][CH2:30]1)[CH2:27][C@H:26]2[O:32][C:33]1[C:41]([CH:42]2[CH2:44][CH2:43]2)=[CH:40][C:36]([C:37](O)=[O:38])=[C:35]([F:45])[CH:34]=1.COC[CH2:49][S:50]([NH2:53])(=[O:52])=[O:51].CS(N)(=O)=O. No catalyst specified. The product is [C@@H:25]12[CH2:31][C@@H:28]([CH2:29][CH2:30]1)[CH2:27][C@H:26]2[O:32][C:33]1[C:41]([CH:42]2[CH2:44][CH2:43]2)=[CH:40][C:36]([C:37]([NH:53][S:50]([CH3:49])(=[O:52])=[O:51])=[O:38])=[C:35]([F:45])[CH:34]=1. The yield is 0.640.